This data is from Peptide-MHC class I binding affinity with 185,985 pairs from IEDB/IMGT. The task is: Regression. Given a peptide amino acid sequence and an MHC pseudo amino acid sequence, predict their binding affinity value. This is MHC class I binding data. (1) The peptide sequence is ATNNLGFMY. The MHC is HLA-A03:01 with pseudo-sequence HLA-A03:01. The binding affinity (normalized) is 0.442. (2) The peptide sequence is ITLWQRPIV. The MHC is HLA-B35:01 with pseudo-sequence HLA-B35:01. The binding affinity (normalized) is 0.522. (3) The peptide sequence is ELRSLYNTV. The MHC is HLA-B44:02 with pseudo-sequence HLA-B44:02. The binding affinity (normalized) is 0.0735. (4) The binding affinity (normalized) is 0.798. The peptide sequence is STLNFNNL. The MHC is H-2-Kb with pseudo-sequence H-2-Kb. (5) The peptide sequence is SNCRTLLSR. The MHC is HLA-A03:01 with pseudo-sequence HLA-A03:01. The binding affinity (normalized) is 0.367.